Dataset: Full USPTO retrosynthesis dataset with 1.9M reactions from patents (1976-2016). Task: Predict the reactants needed to synthesize the given product. (1) Given the product [CH2:46]([S:48]([OH:51])(=[O:50])=[O:49])[CH3:47].[CH3:1][NH:2][CH2:3][C:4]([O:6][C@H:7]([CH3:45])[CH2:8][N:9]1[C:13]([CH3:14])=[C:12]([C:15](=[O:37])[NH:16][C:17]2[CH:22]=[CH:21][C:20]([O:23][C:24]3[C:33]4[C:28](=[CH:29][C:30]([O:34][CH3:35])=[CH:31][CH:32]=4)[N:27]=[CH:26][CH:25]=3)=[C:19]([F:36])[CH:18]=2)[C:11](=[O:38])[N:10]1[C:39]1[CH:40]=[CH:41][CH:42]=[CH:43][CH:44]=1)=[O:5], predict the reactants needed to synthesize it. The reactants are: [CH3:1][NH:2][CH2:3][C:4]([O:6][C@H:7]([CH3:45])[CH2:8][N:9]1[C:13]([CH3:14])=[C:12]([C:15](=[O:37])[NH:16][C:17]2[CH:22]=[CH:21][C:20]([O:23][C:24]3[C:33]4[C:28](=[CH:29][C:30]([O:34][CH3:35])=[CH:31][CH:32]=4)[N:27]=[CH:26][CH:25]=3)=[C:19]([F:36])[CH:18]=2)[C:11](=[O:38])[N:10]1[C:39]1[CH:44]=[CH:43][CH:42]=[CH:41][CH:40]=1)=[O:5].[CH2:46]([S:48]([OH:51])(=[O:50])=[O:49])[CH3:47]. (2) Given the product [CH3:5][CH2:4][CH:3]([O:6][C@H:7]1[C@H:12]([NH:13][C:14]([CH3:16])=[O:15])[C@@H:11]([NH2:17])[CH2:10][C:9]([C:18]([O:20][CH2:21][CH3:22])=[O:19])=[CH:8]1)[CH2:2][CH3:1].[C:23]([NH-:40])([O:25][C:26]([CH3:29])([CH3:28])[CH3:27])=[O:24], predict the reactants needed to synthesize it. The reactants are: [CH3:1][CH2:2][CH:3]([O:6][C@H:7]1[C@H:12]([NH:13][C:14]([CH3:16])=[O:15])[C@@H:11]([NH2:17])[CH2:10][C:9]([C:18]([O:20][CH2:21][CH3:22])=[O:19])=[CH:8]1)[CH2:4][CH3:5].[C:23](O[C:23]([O:25][C:26]([CH3:29])([CH3:28])[CH3:27])=[O:24])([O:25][C:26]([CH3:29])([CH3:28])[CH3:27])=[O:24].C([N:40](CC)CC)C. (3) Given the product [Cl:1][C:2]1[N:7]=[CH:6][C:5]([CH2:8][N:9]([C:17]2[CH2:19][O:20][C:21](=[O:22])[CH:16]=2)[CH2:10][C:11]([O:13][CH2:14][CH3:15])=[O:12])=[CH:4][CH:3]=1, predict the reactants needed to synthesize it. The reactants are: [Cl:1][C:2]1[N:7]=[CH:6][C:5]([CH2:8][NH:9][CH2:10][C:11]([O:13][CH2:14][CH3:15])=[O:12])=[CH:4][CH:3]=1.[CH2:16]1[C:21](=[O:22])[O:20][CH2:19][C:17]1=O.C1(C)C=CC(S(O)(=O)=O)=CC=1. (4) The reactants are: [S:1]1[CH:5]=[CH:4][CH:3]=[C:2]1[CH:6]=O.[CH3:8][O:9][CH2:10][CH2:11][NH2:12].[C:13]1(=[O:24])[O:19][C:17](=O)[C:16]2=[CH:20][CH:21]=[CH:22][CH:23]=[C:15]2[CH2:14]1.[NH2:25][C:26]1[CH:30]=[C:29]([C:31]([CH3:34])([CH3:33])[CH3:32])[NH:28][N:27]=1. Given the product [C:31]([C:29]1[NH:28][N:27]=[C:26]([NH:25][C:13]([CH:14]2[C:15]3[C:16](=[CH:20][CH:21]=[CH:22][CH:23]=3)[C:17](=[O:19])[N:12]([CH2:11][CH2:10][O:9][CH3:8])[CH:6]2[C:2]2[S:1][CH:5]=[CH:4][CH:3]=2)=[O:24])[CH:30]=1)([CH3:34])([CH3:33])[CH3:32], predict the reactants needed to synthesize it. (5) Given the product [CH3:1][O:2][C:3]([C:5]1[CH:6]=[CH:7][C:8]2[C@@:14]3([CH2:23][CH3:24])[CH2:15][CH2:16][C@@:17]([OH:22])([CH2:19][CH2:20][CH3:21])[CH2:18][C@H:13]3[CH2:12][CH2:11][C:10](=[O:27])[C:9]=2[CH:25]=1)=[O:4].[CH3:26][O:27][C:28]([C:30]1[CH:31]=[CH:32][C:33]2[C@:39]3([CH2:48][CH3:49])[CH2:40][CH2:41][C@:42]([OH:47])([CH2:44][CH2:45][CH3:46])[CH2:43][C@@H:38]3[CH2:37][CH2:36][C:35](=[O:57])[C:34]=2[CH:50]=1)=[O:29], predict the reactants needed to synthesize it. The reactants are: [CH3:1][O:2][C:3]([C:5]1[CH:6]=[CH:7][C:8]2[C@:14]3([CH2:23][CH3:24])[CH2:15][CH2:16][C@:17]([OH:22])([CH2:19][CH2:20][CH3:21])[CH2:18][C@@H:13]3[CH2:12][CH2:11][CH2:10][C:9]=2[CH:25]=1)=[O:4].[CH3:26][O:27][C:28]([C:30]1[CH:31]=[CH:32][C:33]2[C@@:39]3([CH2:48][CH3:49])[CH2:40][CH2:41][C@@:42]([OH:47])([CH2:44][CH2:45][CH3:46])[CH2:43][C@H:38]3[CH2:37][CH2:36][CH2:35][C:34]=2[CH:50]=1)=[O:29].[I-].[K+].CC([O:57]O)(C)C.